Dataset: NCI-60 drug combinations with 297,098 pairs across 59 cell lines. Task: Regression. Given two drug SMILES strings and cell line genomic features, predict the synergy score measuring deviation from expected non-interaction effect. (1) Drug 1: CCC1=CC2CC(C3=C(CN(C2)C1)C4=CC=CC=C4N3)(C5=C(C=C6C(=C5)C78CCN9C7C(C=CC9)(C(C(C8N6C)(C(=O)OC)O)OC(=O)C)CC)OC)C(=O)OC.C(C(C(=O)O)O)(C(=O)O)O. Drug 2: CC1C(C(CC(O1)OC2CC(CC3=C2C(=C4C(=C3O)C(=O)C5=CC=CC=C5C4=O)O)(C(=O)C)O)N)O. Cell line: NCI-H322M. Synergy scores: CSS=40.9, Synergy_ZIP=1.04, Synergy_Bliss=5.08, Synergy_Loewe=4.28, Synergy_HSA=5.40. (2) Drug 1: C1=NC(=NC(=O)N1C2C(C(C(O2)CO)O)O)N. Drug 2: CCC1(CC2CC(C3=C(CCN(C2)C1)C4=CC=CC=C4N3)(C5=C(C=C6C(=C5)C78CCN9C7C(C=CC9)(C(C(C8N6C)(C(=O)OC)O)OC(=O)C)CC)OC)C(=O)OC)O.OS(=O)(=O)O. Cell line: NCI-H226. Synergy scores: CSS=6.56, Synergy_ZIP=-1.70, Synergy_Bliss=-0.0257, Synergy_Loewe=1.60, Synergy_HSA=0.119. (3) Drug 1: C1CCN(CC1)CCOC2=CC=C(C=C2)C(=O)C3=C(SC4=C3C=CC(=C4)O)C5=CC=C(C=C5)O. Drug 2: CN1C2=C(C=C(C=C2)N(CCCl)CCCl)N=C1CCCC(=O)O.Cl. Cell line: HCT-15. Synergy scores: CSS=-3.72, Synergy_ZIP=1.68, Synergy_Bliss=1.83, Synergy_Loewe=-2.60, Synergy_HSA=-2.17. (4) Drug 1: CCC1(C2=C(COC1=O)C(=O)N3CC4=CC5=C(C=CC(=C5CN(C)C)O)N=C4C3=C2)O.Cl. Drug 2: B(C(CC(C)C)NC(=O)C(CC1=CC=CC=C1)NC(=O)C2=NC=CN=C2)(O)O. Cell line: DU-145. Synergy scores: CSS=88.5, Synergy_ZIP=-2.90, Synergy_Bliss=-1.48, Synergy_Loewe=-1.48, Synergy_HSA=2.50. (5) Drug 1: C(=O)(N)NO. Drug 2: C1C(C(OC1N2C=NC3=C2NC=NCC3O)CO)O. Cell line: UACC62. Synergy scores: CSS=1.04, Synergy_ZIP=-0.581, Synergy_Bliss=0.117, Synergy_Loewe=0.859, Synergy_HSA=-0.520. (6) Drug 1: CC1=CC2C(CCC3(C2CCC3(C(=O)C)OC(=O)C)C)C4(C1=CC(=O)CC4)C. Drug 2: C1C(C(OC1N2C=C(C(=O)NC2=O)F)CO)O. Cell line: RXF 393. Synergy scores: CSS=22.9, Synergy_ZIP=-4.75, Synergy_Bliss=2.79, Synergy_Loewe=-57.8, Synergy_HSA=-0.963. (7) Drug 1: CN(C)C1=NC(=NC(=N1)N(C)C)N(C)C. Drug 2: CCCS(=O)(=O)NC1=C(C(=C(C=C1)F)C(=O)C2=CNC3=C2C=C(C=N3)C4=CC=C(C=C4)Cl)F. Cell line: ACHN. Synergy scores: CSS=1.36, Synergy_ZIP=4.15, Synergy_Bliss=-1.27, Synergy_Loewe=-13.7, Synergy_HSA=-5.28.